Dataset: NCI-60 drug combinations with 297,098 pairs across 59 cell lines. Task: Regression. Given two drug SMILES strings and cell line genomic features, predict the synergy score measuring deviation from expected non-interaction effect. (1) Drug 1: CC1C(C(CC(O1)OC2CC(OC(C2O)C)OC3=CC4=CC5=C(C(=O)C(C(C5)C(C(=O)C(C(C)O)O)OC)OC6CC(C(C(O6)C)O)OC7CC(C(C(O7)C)O)OC8CC(C(C(O8)C)O)(C)O)C(=C4C(=C3C)O)O)O)O. Drug 2: C1C(C(OC1N2C=NC(=NC2=O)N)CO)O. Cell line: SN12C. Synergy scores: CSS=54.9, Synergy_ZIP=-0.260, Synergy_Bliss=0.649, Synergy_Loewe=2.09, Synergy_HSA=2.33. (2) Drug 1: CCC(=C(C1=CC=CC=C1)C2=CC=C(C=C2)OCCN(C)C)C3=CC=CC=C3.C(C(=O)O)C(CC(=O)O)(C(=O)O)O. Drug 2: C(CCl)NC(=O)N(CCCl)N=O. Cell line: NCI-H322M. Synergy scores: CSS=7.23, Synergy_ZIP=-2.46, Synergy_Bliss=-1.76, Synergy_Loewe=-28.6, Synergy_HSA=-4.73. (3) Drug 1: CC1C(C(CC(O1)OC2CC(CC3=C2C(=C4C(=C3O)C(=O)C5=C(C4=O)C(=CC=C5)OC)O)(C(=O)CO)O)N)O.Cl. Drug 2: C1=CC(=CC=C1CCC2=CNC3=C2C(=O)NC(=N3)N)C(=O)NC(CCC(=O)O)C(=O)O. Cell line: TK-10. Synergy scores: CSS=41.6, Synergy_ZIP=0.568, Synergy_Bliss=-1.94, Synergy_Loewe=-15.4, Synergy_HSA=-0.210. (4) Drug 1: C1=CC(=CC=C1CC(C(=O)O)N)N(CCCl)CCCl.Cl. Drug 2: CNC(=O)C1=NC=CC(=C1)OC2=CC=C(C=C2)NC(=O)NC3=CC(=C(C=C3)Cl)C(F)(F)F. Cell line: SNB-19. Synergy scores: CSS=47.1, Synergy_ZIP=4.42, Synergy_Bliss=11.1, Synergy_Loewe=-15.1, Synergy_HSA=7.98. (5) Drug 1: C1C(C(OC1N2C=C(C(=O)NC2=O)F)CO)O. Drug 2: C1=NNC2=C1C(=O)NC=N2. Cell line: NCI-H226. Synergy scores: CSS=24.2, Synergy_ZIP=-2.89, Synergy_Bliss=-0.896, Synergy_Loewe=-73.0, Synergy_HSA=-0.606.